Dataset: Full USPTO retrosynthesis dataset with 1.9M reactions from patents (1976-2016). Task: Predict the reactants needed to synthesize the given product. (1) Given the product [CH2:23]([C:30]1[S:34][C:33]([NH:35][C:18]([C:17]2[CH:21]=[CH:22][C:14]([CH:11]3[CH2:10][CH2:9][CH:8]([C:6]([O:5][C:1]([CH3:2])([CH3:4])[CH3:3])=[O:7])[CH2:13][CH2:12]3)=[CH:15][CH:16]=2)=[O:19])=[N:32][N:31]=1)[C:24]1[CH:25]=[CH:26][CH:27]=[CH:28][CH:29]=1, predict the reactants needed to synthesize it. The reactants are: [C:1]([O:5][C:6]([CH:8]1[CH2:13][CH2:12][CH:11]([C:14]2[CH:22]=[CH:21][C:17]([C:18](O)=[O:19])=[CH:16][CH:15]=2)[CH2:10][CH2:9]1)=[O:7])([CH3:4])([CH3:3])[CH3:2].[CH2:23]([C:30]1[S:34][C:33]([NH2:35])=[N:32][N:31]=1)[C:24]1[CH:29]=[CH:28][CH:27]=[CH:26][CH:25]=1. (2) Given the product [C:18]1([C:50]2[CH:55]=[CH:54][CH:53]=[CH:52][CH:51]=2)[CH:23]=[CH:22][CH:21]=[C:20]([C:24]2[N:29]=[C:28]([C:30]3[CH:31]=[C:32]([C:36]4[CH:41]=[CH:40][CH:39]=[CH:38][CH:37]=4)[CH:33]=[CH:34][CH:35]=3)[N:27]=[C:26]([C:42]3[CH:47]=[C:46]([C:71]4[CH:70]=[CH:69][C:68]([C:63]5[CH:64]=[CH:65][CH:66]=[CH:67][N:62]=5)=[CH:73][CH:72]=4)[CH:45]=[C:44]([C:13]4[C:14]5[C:5]([C:6]6[CH:7]=[CH:8][CH:9]=[CH:10][C:11]=6[CH:12]=4)=[CH:4][CH:3]=[CH:2][CH:1]=5)[CH:43]=3)[N:25]=2)[CH:19]=1, predict the reactants needed to synthesize it. The reactants are: [CH:1]1[C:14]2[CH:13]=[C:12](B(O)O)[C:11]3[C:6](=[CH:7][CH:8]=[CH:9][CH:10]=3)[C:5]=2[CH:4]=[CH:3][CH:2]=1.[C:18]1([C:50]2[CH:55]=[CH:54][CH:53]=[CH:52][CH:51]=2)[CH:23]=[CH:22][CH:21]=[C:20]([C:24]2[N:29]=[C:28]([C:30]3[CH:31]=[C:32]([C:36]4[CH:41]=[CH:40][CH:39]=[CH:38][CH:37]=4)[CH:33]=[CH:34][CH:35]=3)[N:27]=[C:26]([C:42]3[CH:47]=[C:46](Br)[CH:45]=[C:44](Br)[CH:43]=3)[N:25]=2)[CH:19]=1.C([O-])([O-])=O.[K+].[K+].[N:62]1[CH:67]=[CH:66][CH:65]=[CH:64][C:63]=1[C:68]1[CH:73]=[CH:72][C:71](B(O)O)=[CH:70][CH:69]=1. (3) Given the product [CH2:14]([C@H:10]1[CH2:9][N:8]([CH2:1][C:2]2[CH:3]=[CH:4][CH:5]=[CH:6][CH:7]=2)[CH2:13][CH2:12][N:11]1[C:22]1[CH:27]=[CH:26][C:25]([C:28]([OH:34])([CH3:33])[C:29]([F:31])([F:32])[F:30])=[CH:24][CH:23]=1)[C:15]1[CH:20]=[CH:19][CH:18]=[CH:17][CH:16]=1, predict the reactants needed to synthesize it. The reactants are: [CH2:1]([N:8]1[CH2:13][CH2:12][NH:11][C@@H:10]([CH2:14][C:15]2[CH:20]=[CH:19][CH:18]=[CH:17][CH:16]=2)[CH2:9]1)[C:2]1[CH:7]=[CH:6][CH:5]=[CH:4][CH:3]=1.Br[C:22]1[CH:27]=[CH:26][C:25]([C:28]([OH:34])([CH3:33])[C:29]([F:32])([F:31])[F:30])=[CH:24][CH:23]=1.C1(P(C2CCCCC2)C2C=CC=CC=2C2C(OC(C)C)=CC=CC=2OC(C)C)CCCCC1.CC(C)([O-])C.[Na+].